This data is from Reaction yield outcomes from USPTO patents with 853,638 reactions. The task is: Predict the reaction yield, written as a fraction of the theoretical maximum amount of product (1.0 means a 100% yield; for example, 0.34 means a 34% yield). (1) The reactants are Br[C:2]1[CH:7]=[CH:6][C:5]([N:8]2[C:12](=[O:13])[NH:11][N:10]=[C:9]2[CH2:14][C@@H:15]2[CH2:19][CH2:18][N:17]([C:20](=[O:23])[CH2:21][CH3:22])[CH2:16]2)=[C:4]([F:24])[CH:3]=1.[Cl:25][C:26]1[CH:27]=[N:28][C:29]2[C:34]([CH:35]=1)=[CH:33][CH:32]=[C:31](B1OC(C)(C)C(C)(C)O1)[CH:30]=2.C(=O)([O-])[O-].[K+].[K+]. The catalyst is O1CCOCC1. The product is [Cl:25][C:26]1[CH:27]=[N:28][C:29]2[C:34]([CH:35]=1)=[CH:33][CH:32]=[C:31]([C:2]1[CH:7]=[CH:6][C:5]([N:8]3[C:12](=[O:13])[NH:11][N:10]=[C:9]3[CH2:14][C@@H:15]3[CH2:19][CH2:18][N:17]([C:20](=[O:23])[CH2:21][CH3:22])[CH2:16]3)=[C:4]([F:24])[CH:3]=1)[CH:30]=2. The yield is 0.460. (2) The reactants are [C:1]([O:4][CH2:5][CH2:6][CH2:7][O:8][C:9]1[CH:10]=[C:11]2[C:16](=[CH:17][C:18]=1[O:19][CH3:20])[CH:15]([CH2:21][C:22]1[CH:27]=[CH:26][CH:25]=[C:24]([O:28][CH2:29][CH3:30])[CH:23]=1)[NH:14][CH:13]=[C:12]2[CH:31]=[O:32])(=[O:3])[CH3:2]. The catalyst is C(Cl)(Cl)Cl.[O-2].[Mn+4].[O-2]. The product is [C:1]([O:4][CH2:5][CH2:6][CH2:7][O:8][C:9]1[CH:10]=[C:11]2[C:16](=[CH:17][C:18]=1[O:19][CH3:20])[C:15]([CH2:21][C:22]1[CH:27]=[CH:26][CH:25]=[C:24]([O:28][CH2:29][CH3:30])[CH:23]=1)=[N:14][CH:13]=[C:12]2[CH:31]=[O:32])(=[O:3])[CH3:2]. The yield is 0.990.